Dataset: Full USPTO retrosynthesis dataset with 1.9M reactions from patents (1976-2016). Task: Predict the reactants needed to synthesize the given product. (1) Given the product [C:6]([C:10]1[CH:16]=[CH:15][C:14]([N+:17]([O-:19])=[O:18])=[CH:13][C:11]=1[NH2:12])([CH3:9])([CH3:7])[CH3:8], predict the reactants needed to synthesize it. The reactants are: OS(O)(=O)=O.[C:6]([C:10]1[CH:16]=[CH:15][CH:14]=[CH:13][C:11]=1[NH2:12])([CH3:9])([CH3:8])[CH3:7].[N+:17]([O-])([O-:19])=[O:18].[K+].BrC1N=CC=CC=1C(N)=O. (2) Given the product [C:18]([NH:17][C:16]1[CH:21]=[CH:22][C:13]([C:1]2[CH:6]=[CH:5][CH:4]=[CH:3][CH:2]=2)=[CH:14][CH:15]=1)(=[O:20])[CH3:19], predict the reactants needed to synthesize it. The reactants are: [C:1]1(B(O)O)[CH:6]=[CH:5][CH:4]=[CH:3][CH:2]=1.[F-].[K+].Br[C:13]1[CH:22]=[CH:21][C:16]([NH:17][C:18](=[O:20])[CH3:19])=[CH:15][CH:14]=1.